This data is from Catalyst prediction with 721,799 reactions and 888 catalyst types from USPTO. The task is: Predict which catalyst facilitates the given reaction. (1) Reactant: [O:1]1[CH:5]=[CH:4][N:3]=[C:2]1[C:6]1[CH:11]=[CH:10][C:9]([CH2:12][C:13]2[CH:30]=[CH:29][C:16]([O:17][CH2:18][CH2:19][NH:20][CH2:21][CH2:22][N:23]3[CH2:28][CH2:27][O:26][CH2:25][CH2:24]3)=[CH:15][CH:14]=2)=[CH:8][CH:7]=1.[CH:31]([C:33]1[CH:42]=[CH:41][C:36]([C:37]([O:39][CH3:40])=[O:38])=[CH:35][CH:34]=1)=O.C(O[BH-](OC(=O)C)OC(=O)C)(=O)C.[Na+]. Product: [N:23]1([CH2:22][CH2:21][N:20]([CH2:31][C:33]2[CH:42]=[CH:41][C:36]([C:37]([O:39][CH3:40])=[O:38])=[CH:35][CH:34]=2)[CH2:19][CH2:18][O:17][C:16]2[CH:15]=[CH:14][C:13]([CH2:12][C:9]3[CH:10]=[CH:11][C:6]([C:2]4[O:1][CH:5]=[CH:4][N:3]=4)=[CH:7][CH:8]=3)=[CH:30][CH:29]=2)[CH2:24][CH2:25][O:26][CH2:27][CH2:28]1. The catalyst class is: 701. (2) Reactant: [OH:1][C:2]1[CH:7]=[CH:6][C:5]([C:8]2[CH:9]=[CH:10][C:11]3[O:15][C:14]([C:16]([O:18]C)=[O:17])=[CH:13][C:12]=3[CH:20]=2)=[CH:4][CH:3]=1.Cl[CH2:22][C:23]1[C:24]([C:31]2[C:36]([Cl:37])=[CH:35][CH:34]=[CH:33][C:32]=2[Cl:38])=[N:25][O:26][C:27]=1[CH:28]([CH3:30])[CH3:29].C(=O)([O-])[O-].[K+].[K+].[OH-].[Na+]. Product: [Cl:38][C:32]1[CH:33]=[CH:34][CH:35]=[C:36]([Cl:37])[C:31]=1[C:24]1[C:23]([CH2:22][O:1][C:2]2[CH:3]=[CH:4][C:5]([C:8]3[CH:9]=[CH:10][C:11]4[O:15][C:14]([C:16]([OH:18])=[O:17])=[CH:13][C:12]=4[CH:20]=3)=[CH:6][CH:7]=2)=[C:27]([CH:28]([CH3:30])[CH3:29])[O:26][N:25]=1. The catalyst class is: 42. (3) Reactant: [CH3:1][N:2]([CH3:16])[S:3]([C:6]1[CH:7]=[C:8]([CH:11]=[CH:12][C:13]=1[O:14][CH3:15])[CH:9]=[O:10])(=[O:5])=[O:4].[BH4-].[Na+]. Product: [CH3:1][N:2]([CH3:16])[S:3]([C:6]1[CH:7]=[C:8]([CH:11]=[CH:12][C:13]=1[O:14][CH3:15])[CH2:9][OH:10])(=[O:4])=[O:5]. The catalyst class is: 1. (4) Reactant: [CH:1]1[C:14]2[CH2:13][CH2:12][C:11]3[CH:10]=[CH:9][CH:8]=[C:7]4[CH2:15][C:4]([C:5]=2[C:6]=34)=[CH:3][CH:2]=1.[Br:16]Br.[O-]S([O-])=O.[Na+].[Na+]. Product: [Br:16][C:2]1[CH:3]=[C:4]2[CH2:15][C:7]3[C:6]4[C:5]2=[C:14]([CH2:13][CH2:12][C:11]=4[CH:10]=[CH:9][CH:8]=3)[CH:1]=1. The catalyst class is: 53. (5) Reactant: [CH2:1]([NH:8][C:9]([N:11]1[CH:16]2[C@H:17]([CH3:41])[N:18]([CH2:30][C:31]3[CH:32]=[CH:33][CH:34]=[C:35]4[C:40]=3[N:39]=[CH:38][CH:37]=[CH:36]4)[C:19](=[O:29])[C@H:20]([CH2:21][C:22]3[CH:27]=[CH:26][C:25]([OH:28])=[CH:24][CH:23]=3)[N:15]2[C:14](=[O:42])[CH2:13][N:12]1[CH3:43])=[O:10])[C:2]1[CH:7]=[CH:6][CH:5]=[CH:4][CH:3]=1.C1COCC1.[C:49](Cl)(=[O:61])[CH2:50][CH2:51][CH2:52][CH2:53][CH2:54][CH2:55][CH2:56][CH2:57][CH2:58][CH2:59][CH3:60].C(N(CC)CC)C. Product: [C:49]([O:28][C:25]1[CH:24]=[CH:23][C:22]([CH2:21][C@@H:20]2[N:15]3[CH:16]([N:11]([C:9](=[O:10])[NH:8][CH2:1][C:2]4[CH:3]=[CH:4][CH:5]=[CH:6][CH:7]=4)[N:12]([CH3:43])[CH2:13][C:14]3=[O:42])[C@H:17]([CH3:41])[N:18]([CH2:30][C:31]3[CH:32]=[CH:33][CH:34]=[C:35]4[C:40]=3[N:39]=[CH:38][CH:37]=[CH:36]4)[C:19]2=[O:29])=[CH:27][CH:26]=1)(=[O:61])[CH2:50][CH2:51][CH2:52][CH2:53][CH2:54][CH2:55][CH2:56][CH2:57][CH2:58][CH2:59][CH3:60]. The catalyst class is: 13. (6) Reactant: [NH2:1][C:2]1[N:6]([CH3:7])[C:5](=[O:8])[C:4]([C:20]2[CH:25]=[CH:24][CH:23]=[C:22]([C:26]3[C:27]([F:32])=[N:28][CH:29]=[CH:30][CH:31]=3)[CH:21]=2)([C:9]2[CH:14]=[CH:13][C:12]([O:15][C:16]([F:19])([F:18])[F:17])=[CH:11][CH:10]=2)[N:3]=1. Product: [NH2:1][C:2]1[N:6]([CH3:7])[C:5](=[O:8])[C@:4]([C:20]2[CH:25]=[CH:24][CH:23]=[C:22]([C:26]3[C:27]([F:32])=[N:28][CH:29]=[CH:30][CH:31]=3)[CH:21]=2)([C:9]2[CH:14]=[CH:13][C:12]([O:15][C:16]([F:18])([F:17])[F:19])=[CH:11][CH:10]=2)[N:3]=1. The catalyst class is: 5.